Dataset: Full USPTO retrosynthesis dataset with 1.9M reactions from patents (1976-2016). Task: Predict the reactants needed to synthesize the given product. (1) Given the product [ClH:40].[F:1][C:2]1[CH:7]=[CH:6][CH:5]=[CH:4][C:3]=1[S:8]([N:11]1[CH:12]=[C:13]([CH2:24][NH:25][CH3:26])[CH:14]=[C:15]1[C:16]1[C:17]([C:22]#[N:23])=[N:18][CH:19]=[CH:20][CH:21]=1)(=[O:10])=[O:9], predict the reactants needed to synthesize it. The reactants are: [F:1][C:2]1[CH:7]=[CH:6][CH:5]=[CH:4][C:3]=1[S:8]([N:11]1[C:15]([C:16]2[C:17]([C:22]#[N:23])=[N:18][CH:19]=[CH:20][CH:21]=2)=[CH:14][C:13]([CH2:24][N:25](C)[C:26](=O)OC(C)(C)C)=[CH:12]1)(=[O:10])=[O:9].C(OCC)(=O)C.[ClH:40]. (2) The reactants are: [C:1]1([S:7]([N:10]2[C:14]3=[N:15][CH:16]=[C:17]([C:19]4[C:20]([CH3:25])=[N:21][O:22][C:23]=4[CH3:24])[CH:18]=[C:13]3[C:12](I)=[CH:11]2)(=[O:9])=[O:8])[CH:6]=[CH:5][CH:4]=[CH:3][CH:2]=1.C([Mg]Cl)(C)C.Cl[P:33]([C:36]1[CH:41]=[CH:40][CH:39]=[CH:38][CH:37]=1)([CH3:35])=[O:34].O. Given the product [C:1]1([S:7]([N:10]2[C:14]3=[N:15][CH:16]=[C:17]([C:19]4[C:20]([CH3:25])=[N:21][O:22][C:23]=4[CH3:24])[CH:18]=[C:13]3[C:12]([P:33]([CH3:35])([C:36]3[CH:41]=[CH:40][CH:39]=[CH:38][CH:37]=3)=[O:34])=[CH:11]2)(=[O:9])=[O:8])[CH:6]=[CH:5][CH:4]=[CH:3][CH:2]=1, predict the reactants needed to synthesize it. (3) Given the product [NH2:35][C:32]1[CH:33]=[CH:34][C:7]2[O:6][C:5]([CH2:1][CH2:2][CH2:3][CH3:4])=[C:9]([C:10](=[O:30])[C:11]3[CH:16]=[CH:15][C:14]([O:17][CH2:18][CH2:19][CH2:20][N:21]([CH2:22][CH2:23][CH2:24][CH3:25])[CH2:26][CH2:27][CH2:28][CH3:29])=[CH:13][CH:12]=3)[C:8]=2[CH:31]=1, predict the reactants needed to synthesize it. The reactants are: [CH2:1]([C:5]1[O:6][C:7]2[CH:34]=[CH:33][C:32]([N+:35]([O-])=O)=[CH:31][C:8]=2[C:9]=1[C:10](=[O:30])[C:11]1[CH:16]=[CH:15][C:14]([O:17][CH2:18][CH2:19][CH2:20][N:21]([CH2:26][CH2:27][CH2:28][CH3:29])[CH2:22][CH2:23][CH2:24][CH3:25])=[CH:13][CH:12]=1)[CH2:2][CH2:3][CH3:4].[H][H]. (4) Given the product [Cl:1][C:34]1[O:33][C:32]([C:28]2[CH:27]=[C:26]([CH:31]=[CH:30][CH:29]=2)[C:25]([N:21]2[CH2:22][CH2:23][CH2:24][CH:19]([C:17]([NH:16][C:13]3[CH:12]=[CH:11][C:10]([Cl:9])=[CH:15][CH:14]=3)=[O:18])[CH2:20]2)=[O:37])=[CH:36][CH:35]=1, predict the reactants needed to synthesize it. The reactants are: [Cl:1]N1C(=O)CCC1=O.[Cl:9][C:10]1[CH:15]=[CH:14][C:13]([NH:16][C:17]([CH:19]2[CH2:24][CH2:23][CH2:22][N:21]([C:25](=[O:37])[C:26]3[CH:31]=[CH:30][CH:29]=[C:28]([C:32]4[O:33][CH:34]=[CH:35][CH:36]=4)[CH:27]=3)[CH2:20]2)=[O:18])=[CH:12][CH:11]=1. (5) Given the product [CH3:13][S:12][C:8]1[N:9]=[CH:10][C:11]2[C:2]([CH:1]=[O:14])=[N:3][CH:4]=[CH:5][C:6]=2[N:7]=1, predict the reactants needed to synthesize it. The reactants are: [CH3:1][C:2]1[C:11]2[CH:10]=[N:9][C:8]([S:12][CH3:13])=[N:7][C:6]=2[CH:5]=[CH:4][N:3]=1.[O:14]1CCOCC1.[Se](=O)=O.